Dataset: Forward reaction prediction with 1.9M reactions from USPTO patents (1976-2016). Task: Predict the product of the given reaction. The product is: [C:9]([O:13][C:14]([N:16]1[CH2:17][CH2:18][CH:19]([N:22]2[CH:26]=[C:25]([C:2]3[CH:7]=[N:6][C:5]([NH2:8])=[CH:4][CH:3]=3)[CH:24]=[N:23]2)[CH2:20][CH2:21]1)=[O:15])([CH3:12])([CH3:10])[CH3:11]. Given the reactants I[C:2]1[CH:3]=[CH:4][C:5]([NH2:8])=[N:6][CH:7]=1.[C:9]([O:13][C:14]([N:16]1[CH2:21][CH2:20][CH:19]([N:22]2[CH:26]=[C:25](B3OC(C)(C)C(C)(C)O3)[CH:24]=[N:23]2)[CH2:18][CH2:17]1)=[O:15])([CH3:12])([CH3:11])[CH3:10].C(=O)([O-])[O-].[K+].[K+], predict the reaction product.